Dataset: Reaction yield outcomes from USPTO patents with 853,638 reactions. Task: Predict the reaction yield, written as a fraction of the theoretical maximum amount of product (1.0 means a 100% yield; for example, 0.34 means a 34% yield). (1) The reactants are Br[C:2]1[C:11]2[C:6](=[CH:7][CH:8]=[CH:9][CH:10]=2)[CH:5]=[CH:4][CH:3]=1.[Li]CCCC.[C:17]1([P:23]([C:34]2[CH:39]=[CH:38][CH:37]=[CH:36][CH:35]=2)[C:24]2[CH:25]=[CH:26][CH:27]=[C:28]3[C:33]=2[N:32]=[CH:31][CH:30]=[CH:29]3)[CH:22]=[CH:21][CH:20]=[CH:19][CH:18]=1.[NH4+].[Cl-]. The catalyst is C1COCC1. The product is [C:34]1([P:23]([C:17]2[CH:18]=[CH:19][CH:20]=[CH:21][CH:22]=2)[C:24]2[CH:25]=[CH:26][CH:27]=[C:28]3[C:33]=2[NH:32][CH:31]([C:2]2[C:11]4[C:6](=[CH:7][CH:8]=[CH:9][CH:10]=4)[CH:5]=[CH:4][CH:3]=2)[CH:30]=[CH:29]3)[CH:35]=[CH:36][CH:37]=[CH:38][CH:39]=1. The yield is 0.980. (2) The reactants are N[C:2]1[CH:10]=[CH:9][CH:8]=[C:7]2[C:3]=1[CH2:4][CH2:5][CH:6]2[N:11]1[CH:16]=[CH:15][CH:14]=[C:13]([C:17]([NH:19][C:20]2[CH:25]=[CH:24][N:23]=[CH:22][CH:21]=2)=[O:18])[C:12]1=[O:26].N([O-])=O.[Na+].C([O-])([O-])=O.[Na+].[Na+].[ClH:37]. The catalyst is O.Cl[Cu]. The product is [Cl:37][C:2]1[CH:10]=[CH:9][CH:8]=[C:7]2[C:3]=1[CH2:4][CH2:5][CH:6]2[N:11]1[CH:16]=[CH:15][CH:14]=[C:13]([C:17]([NH:19][C:20]2[CH:25]=[CH:24][N:23]=[CH:22][CH:21]=2)=[O:18])[C:12]1=[O:26]. The yield is 0.550. (3) The reactants are Cl.[NH:2]1[CH2:5][CH:4]([NH:6][C:7]2[C:12]([F:13])=[CH:11][N:10]=[C:9]([C:14]3[C:22]4[C:17](=[N:18][CH:19]=[C:20]([Cl:23])[CH:21]=4)[N:16]([S:24]([C:27]4[CH:33]=[CH:32][C:30]([CH3:31])=[CH:29][CH:28]=4)(=[O:26])=[O:25])[CH:15]=3)[N:8]=2)[CH2:3]1.CCN(C(C)C)C(C)C.[CH2:43]([S:46](Cl)(=[O:48])=[O:47])[CH2:44][CH3:45].N1CCOCC1. The catalyst is C1COCC1. The product is [Cl:23][C:20]1[CH:21]=[C:22]2[C:14]([C:9]3[N:8]=[C:7]([NH:6][CH:4]4[CH2:3][N:2]([S:46]([CH2:43][CH2:44][CH3:45])(=[O:48])=[O:47])[CH2:5]4)[C:12]([F:13])=[CH:11][N:10]=3)=[CH:15][N:16]([S:24]([C:27]3[CH:33]=[CH:32][C:30]([CH3:31])=[CH:29][CH:28]=3)(=[O:26])=[O:25])[C:17]2=[N:18][CH:19]=1. The yield is 0.430. (4) The reactants are [CH3:1][NH:2][C:3]([N:5]1[C:13]2[C:8](=[CH:9][C:10]([O:14][C:15]3[CH:20]=[CH:19][N:18]=[C:17]([NH:21][C:22]([N:24]4[CH2:29][CH2:28][CH:27]([CH2:30][CH2:31][CH2:32][C:33]([O:35]CC)=[O:34])[CH2:26][CH2:25]4)=[O:23])[CH:16]=3)=[CH:11][CH:12]=2)[CH:7]=[CH:6]1)=[O:4].[OH-].[Li+].Cl. The catalyst is O1CCCC1.CO. The product is [CH3:1][NH:2][C:3]([N:5]1[C:13]2[C:8](=[CH:9][C:10]([O:14][C:15]3[CH:20]=[CH:19][N:18]=[C:17]([NH:21][C:22]([N:24]4[CH2:29][CH2:28][CH:27]([CH2:30][CH2:31][CH2:32][C:33]([OH:35])=[O:34])[CH2:26][CH2:25]4)=[O:23])[CH:16]=3)=[CH:11][CH:12]=2)[CH:7]=[CH:6]1)=[O:4]. The yield is 0.660. (5) The reactants are [Cl:1][C:2]1[CH:3]=[C:4]([CH:11]=[CH:12][CH:13]=1)[CH2:5][CH:6]([C:9]#[N:10])[C:7]#[N:8].C(=O)([O-])[O-].[K+].[K+].Br[CH2:21][CH2:22][Cl:23]. The catalyst is CN(C)C=O. The product is [Cl:1][C:2]1[CH:3]=[C:4]([CH:11]=[CH:12][CH:13]=1)[CH2:5][C:6]([CH2:21][CH2:22][Cl:23])([C:7]#[N:8])[C:9]#[N:10]. The yield is 0.230. (6) The reactants are Cl.[NH2:2][C@@H:3]([CH:15]([CH3:17])[CH3:16])[CH2:4][NH:5][C:6](=[O:14])[C:7]1[CH:12]=[CH:11][C:10]([Cl:13])=[CH:9][CH:8]=1.[CH3:18][CH:19]([CH3:32])[C@H:20]([NH:24][C:25]([O:27][CH2:28][CH:29]([CH3:31])[CH3:30])=[O:26])[C:21](O)=[O:22].ON1C(=O)CCC1=O.C1(N=C=NC2CCCCC2)CCCCC1.C(N(CC)CC)C. The catalyst is ClCCl. The product is [Cl:13][C:10]1[CH:11]=[CH:12][C:7]([C:6]([NH:5][CH2:4][C@@H:3]([NH:2][C:21](=[O:22])[C@@H:20]([NH:24][C:25]([O:27][CH2:28][CH:29]([CH3:31])[CH3:30])=[O:26])[CH:19]([CH3:32])[CH3:18])[CH:15]([CH3:17])[CH3:16])=[O:14])=[CH:8][CH:9]=1. The yield is 0.460. (7) The catalyst is O1CCOCC1.C(OCC)(=O)C. The yield is 0.640. The reactants are [NH2:1][C:2](=[N:42][OH:43])[C:3]1[CH:4]=[CH:5][C:6]([CH3:41])=[C:7]([N:9]([CH2:26][C:27]([N:29]([N:31]2[CH2:39][C:38]3[C:33](=[CH:34][CH:35]=[C:36]([F:40])[CH:37]=3)[CH2:32]2)[CH3:30])=[O:28])[CH2:10][C:11]([NH:13][CH2:14][CH2:15][N:16]([C:19]([O:21][C:22]([CH3:25])([CH3:24])[CH3:23])=[O:20])[CH2:17][CH3:18])=[O:12])[CH:8]=1.[O-2].[Mg+2].[Cl:46][CH2:47][C:48](Cl)=O. The product is [Cl:46][CH2:47][C:48]1[O:43][N:42]=[C:2]([C:3]2[CH:4]=[CH:5][C:6]([CH3:41])=[C:7]([N:9]([CH2:26][C:27]([N:29]([N:31]3[CH2:39][C:38]4[C:33](=[CH:34][CH:35]=[C:36]([F:40])[CH:37]=4)[CH2:32]3)[CH3:30])=[O:28])[CH2:10][C:11]([NH:13][CH2:14][CH2:15][N:16]([C:19]([O:21][C:22]([CH3:25])([CH3:23])[CH3:24])=[O:20])[CH2:17][CH3:18])=[O:12])[CH:8]=2)[N:1]=1. (8) The reactants are [O:1]1[CH2:6][CH2:5][N:4]([CH2:7][CH2:8][CH2:9][N:10]2[C:19]3[C:14](=[CH:15][C:16]([NH2:20])=[CH:17][CH:18]=3)[CH2:13][CH2:12][CH2:11]2)[CH2:3][CH2:2]1.I.[S:22]1[CH:26]=[CH:25][CH:24]=[C:23]1[C:27](SC)=[NH:28]. The catalyst is C(O)C.O.C(=O)([O-])[O-].[Na+].[Na+]. The product is [O:1]1[CH2:6][CH2:5][N:4]([CH2:7][CH2:8][CH2:9][N:10]2[C:19]3[C:14](=[CH:15][C:16]([NH:20][C:27]([C:23]4[S:22][CH:26]=[CH:25][CH:24]=4)=[NH:28])=[CH:17][CH:18]=3)[CH2:13][CH2:12][CH2:11]2)[CH2:3][CH2:2]1. The yield is 0.498. (9) The reactants are [C:1]([O:5][C:6](=[O:18])[NH:7][CH2:8][CH2:9][C:10]1[CH:15]=[CH:14][C:13]([OH:16])=[C:12]([Br:17])[CH:11]=1)([CH3:4])([CH3:3])[CH3:2].Br[C:20]1[CH:25]=[CH:24][C:23]([C:26]([F:29])([F:28])[F:27])=[CH:22][N:21]=1.C(=O)([O-])[O-].[K+].[K+]. The catalyst is CS(C)=O.O.CCOC(C)=O. The product is [C:1]([O:5][C:6](=[O:18])[NH:7][CH2:8][CH2:9][C:10]1[CH:15]=[CH:14][C:13]([O:16][C:20]2[CH:25]=[CH:24][C:23]([C:26]([F:29])([F:28])[F:27])=[CH:22][N:21]=2)=[C:12]([Br:17])[CH:11]=1)([CH3:4])([CH3:2])[CH3:3]. The yield is 0.780.